Dataset: NCI-60 drug combinations with 297,098 pairs across 59 cell lines. Task: Regression. Given two drug SMILES strings and cell line genomic features, predict the synergy score measuring deviation from expected non-interaction effect. (1) Drug 1: C(=O)(N)NO. Drug 2: C1=NNC2=C1C(=O)NC=N2. Cell line: NCIH23. Synergy scores: CSS=0.908, Synergy_ZIP=-1.02, Synergy_Bliss=-0.879, Synergy_Loewe=0.0743, Synergy_HSA=0.0856. (2) Drug 1: C#CCC(CC1=CN=C2C(=N1)C(=NC(=N2)N)N)C3=CC=C(C=C3)C(=O)NC(CCC(=O)O)C(=O)O. Drug 2: CC12CCC3C(C1CCC2OP(=O)(O)O)CCC4=C3C=CC(=C4)OC(=O)N(CCCl)CCCl.[Na+]. Cell line: HS 578T. Synergy scores: CSS=-4.18, Synergy_ZIP=4.53, Synergy_Bliss=4.01, Synergy_Loewe=-4.60, Synergy_HSA=-3.74. (3) Drug 1: CC1OCC2C(O1)C(C(C(O2)OC3C4COC(=O)C4C(C5=CC6=C(C=C35)OCO6)C7=CC(=C(C(=C7)OC)O)OC)O)O. Drug 2: CN(CC1=CN=C2C(=N1)C(=NC(=N2)N)N)C3=CC=C(C=C3)C(=O)NC(CCC(=O)O)C(=O)O. Cell line: NCI-H460. Synergy scores: CSS=53.4, Synergy_ZIP=-6.21, Synergy_Bliss=-6.95, Synergy_Loewe=-1.16, Synergy_HSA=0.0540. (4) Synergy scores: CSS=14.8, Synergy_ZIP=-2.18, Synergy_Bliss=7.43, Synergy_Loewe=7.39, Synergy_HSA=7.01. Drug 1: C1CC(=O)NC(=O)C1N2CC3=C(C2=O)C=CC=C3N. Cell line: UACC-257. Drug 2: CC(CN1CC(=O)NC(=O)C1)N2CC(=O)NC(=O)C2. (5) Drug 1: C1=C(C(=O)NC(=O)N1)F. Drug 2: COC1=C2C(=CC3=C1OC=C3)C=CC(=O)O2. Cell line: SW-620. Synergy scores: CSS=50.6, Synergy_ZIP=2.79, Synergy_Bliss=-0.574, Synergy_Loewe=-3.46, Synergy_HSA=-0.223. (6) Drug 1: CC1=CC2C(CCC3(C2CCC3(C(=O)C)OC(=O)C)C)C4(C1=CC(=O)CC4)C. Drug 2: C1=NC2=C(N=C(N=C2N1C3C(C(C(O3)CO)O)F)Cl)N. Cell line: SF-539. Synergy scores: CSS=17.6, Synergy_ZIP=-6.65, Synergy_Bliss=1.13, Synergy_Loewe=-24.2, Synergy_HSA=1.12.